The task is: Predict which catalyst facilitates the given reaction.. This data is from Catalyst prediction with 721,799 reactions and 888 catalyst types from USPTO. Product: [Cl:25][C:26]1[N:27]=[CH:28][N:29]=[C:30]([N:13]2[CH2:14][CH2:15][CH:10]([C:8]3[O:7][N:6]=[C:5]([CH:2]([CH3:4])[CH3:3])[N:9]=3)[CH2:11][CH2:12]2)[C:31]=1[CH3:32]. The catalyst class is: 4. Reactant: Cl.[CH:2]([C:5]1[N:9]=[C:8]([CH:10]2[CH2:15][CH2:14][NH:13][CH2:12][CH2:11]2)[O:7][N:6]=1)([CH3:4])[CH3:3].C(N(C(C)C)CC)(C)C.[Cl:25][C:26]1[C:31]([CH3:32])=[C:30](Cl)[N:29]=[CH:28][N:27]=1.